The task is: Predict the product of the given reaction.. This data is from Forward reaction prediction with 1.9M reactions from USPTO patents (1976-2016). (1) Given the reactants [ClH:1].[CH3:2][NH:3][C@H:4]1[CH2:13][CH2:12][C:11]2[C:6](=[CH:7][CH:8]=[CH:9][C:10]=2[C:14]2[C:15]([CH3:21])=[N:16][N:17]([CH3:20])[C:18]=2[CH3:19])[CH2:5]1, predict the reaction product. The product is: [ClH:1].[ClH:1].[CH3:2][NH:3][C@H:4]1[CH2:13][CH2:12][C:11]2[C:6](=[CH:7][CH:8]=[CH:9][C:10]=2[C:14]2[C:15]([CH3:21])=[N:16][N:17]([CH3:20])[C:18]=2[CH3:19])[CH2:5]1. (2) Given the reactants [F:1][C:2]1[CH:7]=[CH:6][C:5]([C:8]2[N:12]([S:13]([C:16]3[CH:21]=[CH:20][C:19]([F:22])=[CH:18][CH:17]=3)(=[O:15])=[O:14])[CH:11]=[C:10]([CH:23]=O)[CH:9]=2)=[CH:4][CH:3]=1.[Cl-].C[NH3+].[C:28]([BH3-])#[N:29].[Na+], predict the reaction product. The product is: [F:1][C:2]1[CH:7]=[CH:6][C:5]([C:8]2[N:12]([S:13]([C:16]3[CH:21]=[CH:20][C:19]([F:22])=[CH:18][CH:17]=3)(=[O:15])=[O:14])[CH:11]=[C:10]([CH2:23][NH:29][CH3:28])[CH:9]=2)=[CH:4][CH:3]=1.